This data is from Full USPTO retrosynthesis dataset with 1.9M reactions from patents (1976-2016). The task is: Predict the reactants needed to synthesize the given product. (1) Given the product [Cl:1][C:2]1[CH:3]=[C:4]([C@:9]2([CH2:10][OH:15])[CH2:14][CH:13]2[CH2:12][OH:11])[CH:5]=[CH:6][C:7]=1[Cl:8], predict the reactants needed to synthesize it. The reactants are: [Cl:1][C:2]1[CH:3]=[C:4]([C@:9]23[CH2:14][CH:13]2[CH2:12][O:11][C:10]3=[O:15])[CH:5]=[CH:6][C:7]=1[Cl:8].ClCCl. (2) Given the product [C:1]([O:5][C:6]([C:8]1[C:9]([C:14]2[CH:19]=[CH:18][C:17]([CH2:20][N:21]3[C:25]([CH:26]=[N:27][OH:28])=[C:24]([CH2:29][CH3:30])[N:23]=[C:22]3[O:31][CH2:32][CH3:33])=[CH:16][CH:15]=2)=[CH:10][CH:11]=[CH:12][CH:13]=1)=[O:7])([CH3:3])([CH3:4])[CH3:2], predict the reactants needed to synthesize it. The reactants are: [C:1]([O:5][C:6]([C:8]1[C:9]([C:14]2[CH:19]=[CH:18][C:17]([CH2:20][N:21]3[C:25]([CH:26]=[N:27][OH:28])=[C:24]([CH:29]=[CH2:30])[N:23]=[C:22]3[O:31][CH2:32][CH3:33])=[CH:16][CH:15]=2)=[CH:10][CH:11]=[CH:12][CH:13]=1)=[O:7])([CH3:4])([CH3:3])[CH3:2].C(O)C.C. (3) Given the product [CH3:1][C:2]1[CH:7]=[C:6]([CH3:8])[CH:5]=[CH:4][C:3]=1[N:9]1[CH2:10][CH2:11][N:12]([C:15]([C:17]2[CH:22]=[CH:21][C:20]([N:23]3[C@H:27]([CH2:28][O:29][CH3:37])[CH2:26][CH2:25][S:24]3(=[O:30])=[O:31])=[CH:19][C:18]=2[F:32])=[O:16])[CH2:13][CH2:14]1, predict the reactants needed to synthesize it. The reactants are: [CH3:1][C:2]1[CH:7]=[C:6]([CH3:8])[CH:5]=[CH:4][C:3]=1[N:9]1[CH2:14][CH2:13][N:12]([C:15]([C:17]2[CH:22]=[CH:21][C:20]([N:23]3[C@H:27]([CH2:28][OH:29])[CH2:26][CH2:25][S:24]3(=[O:31])=[O:30])=[CH:19][C:18]=2[F:32])=[O:16])[CH2:11][CH2:10]1.S(C1C=CC(C)=CC=1)(O[CH3:37])(=O)=O. (4) The reactants are: O=[C:2]1[CH2:7][CH2:6][N:5]([C:8]([O:10][CH2:11][C:12]2[CH:17]=[CH:16][CH:15]=[CH:14][CH:13]=2)=[O:9])[CH2:4][CH2:3]1.[C:18]([O:22][C:23]([CH3:26])([CH3:25])[CH3:24])(=[O:21])[NH:19][NH2:20].C(O[BH-](OC(=O)C)OC(=O)C)(=O)C.[Na+].[OH-].[Na+]. Given the product [CH3:24][C:23]([O:22][C:18]([NH:19][NH:20][CH:2]1[CH2:7][CH2:6][N:5]([C:8]([O:10][CH2:11][C:12]2[CH:17]=[CH:16][CH:15]=[CH:14][CH:13]=2)=[O:9])[CH2:4][CH2:3]1)=[O:21])([CH3:26])[CH3:25], predict the reactants needed to synthesize it. (5) Given the product [Cl:1][C:2]1[CH:7]=[CH:6][C:5]([CH:8]2[C:17]3[C:12](=[CH:13][C:14]([C:18]4[N:19]=[N:20][C:21]([C:24]([F:25])([F:26])[F:27])=[CH:22][CH:23]=4)=[CH:15][CH:16]=3)[CH2:11][NH:10][CH2:9]2)=[CH:4][CH:3]=1, predict the reactants needed to synthesize it. The reactants are: [Cl:1][C:2]1[CH:7]=[CH:6][C:5]([CH:8]2[C:17]3[C:12](=[CH:13][C:14]([C:18]4[N:19]=[N:20][C:21]([C:24]([F:27])([F:26])[F:25])=[CH:22][CH:23]=4)=[CH:15][CH:16]=3)[CH2:11][N:10](C)[CH2:9]2)=[CH:4][CH:3]=1.CN(C1C2C(N(C)C)=CC=CC=2C=CC=1)C.ClC(OC(Cl)C)=O. (6) Given the product [Br:25][C:26]1[C:31]([O:32][CH2:3][CH2:2][CH:1]=[CH2:6])=[CH:30][CH:29]=[CH:28][N:27]=1, predict the reactants needed to synthesize it. The reactants are: [C:1]1(P([C:1]2[CH:6]=CC=[CH:3][CH:2]=2)[C:1]2[CH:6]=CC=[CH:3][CH:2]=2)[CH:6]=CC=[CH:3][CH:2]=1.C(O)CC=C.[Br:25][C:26]1[C:31]([OH:32])=[CH:30][CH:29]=[CH:28][N:27]=1.N(C(OC(C)C)=O)=NC(OC(C)C)=O. (7) Given the product [CH:1]1([CH2:6][CH2:7][C:8]([NH:15][C:14]2[C:16]([CH2:20][CH3:21])=[CH:17][CH:18]=[CH:19][C:13]=2[CH2:11][CH3:12])=[O:9])[CH2:5][CH2:4][CH2:3][CH2:2]1, predict the reactants needed to synthesize it. The reactants are: [CH:1]1([CH2:6][CH2:7][C:8](Cl)=[O:9])[CH2:5][CH2:4][CH2:3][CH2:2]1.[CH2:11]([C:13]1[CH:19]=[CH:18][CH:17]=[C:16]([CH2:20][CH3:21])[C:14]=1[NH2:15])[CH3:12].C(N(CC)CC)C.C(OCC)(=O)C. (8) Given the product [CH3:23][O:22][N:21]=[C:19]1[CH2:20][N:16]([C:14]([O:13][C:9]([CH3:12])([CH3:10])[CH3:11])=[O:15])[C@H:17]([C:24]([O:26][CH3:2])=[O:25])[CH2:18]1, predict the reactants needed to synthesize it. The reactants are: N1CCC[CH:2]1C(O)=O.[C:9]([O:13][C:14]([N:16]1[CH2:20][C:19](=[N:21][O:22][CH3:23])[CH2:18][C@H:17]1[C:24]([OH:26])=[O:25])=[O:15])([CH3:12])([CH3:11])[CH3:10].CO.C[Si](C=[N+]=[N-])(C)C.